From a dataset of Full USPTO retrosynthesis dataset with 1.9M reactions from patents (1976-2016). Predict the reactants needed to synthesize the given product. (1) Given the product [CH3:14][O:15][C:16]1[CH:17]=[C:18]([CH:22]=[CH:23][CH:24]=1)[CH2:19][CH:2]1[C:6]2[NH:7][C:8]([C:10]([O:12][CH3:13])=[O:11])=[CH:9][C:5]=2[CH2:4][CH2:3]1, predict the reactants needed to synthesize it. The reactants are: O=[C:2]1[C:6]2[NH:7][C:8]([C:10]([O:12][CH3:13])=[O:11])=[CH:9][C:5]=2[CH2:4][CH2:3]1.[CH3:14][O:15][C:16]1[CH:17]=[C:18]([CH:22]=[CH:23][CH:24]=1)[CH2:19][Mg]Br. (2) Given the product [CH2:1]([O:8][C:9]1[CH:10]=[C:11]([CH:14]=[CH:15][CH:16]=1)[CH2:12][NH:27][C@@H:17]1[C:26]2[C:21](=[CH:22][CH:23]=[CH:24][CH:25]=2)[CH2:20][CH2:19][CH2:18]1)[C:2]1[CH:7]=[CH:6][CH:5]=[CH:4][CH:3]=1, predict the reactants needed to synthesize it. The reactants are: [CH2:1]([O:8][C:9]1[CH:10]=[C:11]([CH:14]=[CH:15][CH:16]=1)[CH:12]=O)[C:2]1[CH:7]=[CH:6][CH:5]=[CH:4][CH:3]=1.[C@@H:17]1([NH2:27])[C:26]2[C:21](=[CH:22][CH:23]=[CH:24][CH:25]=2)[CH2:20][CH2:19][CH2:18]1. (3) The reactants are: [Si:1]([O:8][CH:9]1[C:15]2[CH:16]=[C:17]([Cl:20])[CH:18]=[CH:19][C:14]=2[C:13](=O)[CH2:12][CH2:11][CH2:10]1)([C:4]([CH3:7])([CH3:6])[CH3:5])([CH3:3])[CH3:2].[CH3:22][O:23][C:24]1[CH:31]=[C:30]([O:32][CH3:33])[CH:29]=[CH:28][C:25]=1[CH2:26][NH2:27].CCN(CC)CC. Given the product [Si:1]([O:8][CH:9]1[C:15]2[CH:16]=[C:17]([Cl:20])[CH:18]=[CH:19][C:14]=2[C:13](=[N:27][CH2:26][C:25]2[CH:28]=[CH:29][C:30]([O:32][CH3:33])=[CH:31][C:24]=2[O:23][CH3:22])[CH2:12][CH2:11][CH2:10]1)([C:4]([CH3:5])([CH3:6])[CH3:7])([CH3:2])[CH3:3], predict the reactants needed to synthesize it. (4) Given the product [NH2:22][CH2:21][C@@H:17]1[CH2:18][CH2:19][CH2:20][N:15]([CH2:14][CH2:13][N:10]2[C:11]3[C:6](=[N:5][CH:4]=[C:3]([O:2][CH3:1])[CH:12]=3)[CH:7]=[CH:8][C:9]2=[O:33])[CH2:16]1, predict the reactants needed to synthesize it. The reactants are: [CH3:1][O:2][C:3]1[CH:12]=[C:11]2[C:6]([CH:7]=[CH:8][C:9](=[O:33])[N:10]2[CH2:13][CH2:14][N:15]2[CH2:20][CH2:19][CH2:18][C@@H:17]([CH2:21][NH:22]C(=O)OCC3C=CC=CC=3)[CH2:16]2)=[N:5][CH:4]=1. (5) Given the product [F:12][C:9]([F:10])([F:11])[C:7]1[CH:6]=[C:5]([C:13]2([C:18]([F:21])([F:19])[F:20])[CH2:17][CH2:16][N:15]([C:25]3[CH:26]=[C:27]4[C:31](=[CH:32][CH:33]=3)[CH:30]([NH:34][C:35](=[O:38])[CH2:36][CH3:37])[CH2:29][CH2:28]4)[CH2:14]2)[CH:4]=[C:3]([C:2]([F:22])([F:1])[F:23])[CH:8]=1, predict the reactants needed to synthesize it. The reactants are: [F:1][C:2]([F:23])([F:22])[C:3]1[CH:4]=[C:5]([C:13]2([C:18]([F:21])([F:20])[F:19])[CH2:17][CH2:16][NH:15][CH2:14]2)[CH:6]=[C:7]([C:9]([F:12])([F:11])[F:10])[CH:8]=1.Br[C:25]1[CH:26]=[C:27]2[C:31](=[CH:32][CH:33]=1)[CH:30]([NH:34][C:35](=[O:38])[CH2:36][CH3:37])[CH2:29][CH2:28]2.CC(C)([O-])C.[Na+]. (6) Given the product [C:1]([C:5]1[CH:10]=[CH:9][C:8]([C:11]2[CH:12]=[C:13]3[C:17](=[CH:18][CH:19]=2)[N:16]([C:20]2[CH:21]=[CH:22][C:23]([O:26][CH:27]4[CH2:31][CH2:30][CH2:29][CH2:28]4)=[CH:24][CH:25]=2)[C:15]([CH:32]=[O:33])=[CH:14]3)=[CH:7][CH:6]=1)([CH3:4])([CH3:2])[CH3:3], predict the reactants needed to synthesize it. The reactants are: [C:1]([C:5]1[CH:10]=[CH:9][C:8]([C:11]2[CH:12]=[C:13]3[C:17](=[CH:18][CH:19]=2)[N:16]([C:20]2[CH:25]=[CH:24][C:23]([O:26][CH:27]4[CH2:31][CH2:30][CH2:29][CH2:28]4)=[CH:22][CH:21]=2)[C:15]([CH2:32][OH:33])=[CH:14]3)=[CH:7][CH:6]=1)([CH3:4])([CH3:3])[CH3:2]. (7) The reactants are: [Br:1][C:2]1[N:3]([CH2:10][CH:11]([CH2:21][O:22][Si](C(C)(C)C)(C)C)[CH2:12][O:13][Si](C(C)(C)C)(C)C)[CH:4]=[C:5]([N+:7]([O-:9])=[O:8])[N:6]=1.Cl.C(=O)=O.CC(C)=O.N. Given the product [Br:1][C:2]1[N:3]([CH2:10][CH:11]([CH2:21][OH:22])[CH2:12][OH:13])[CH:4]=[C:5]([N+:7]([O-:9])=[O:8])[N:6]=1, predict the reactants needed to synthesize it. (8) Given the product [C:27]([C:24]1[C:25]([Cl:26])=[C:21]([C:19]2[NH:18][C:12]3[C:11]([C:32]([F:35])([F:34])[F:33])=[CH:10][C:9]([C:3]4[C:2]([F:1])=[CH:7][CH:6]=[CH:5][C:4]=4[F:8])=[CH:14][C:13]=3[N:15]=2)[N:22]([CH3:31])[N:23]=1)([CH3:30])([CH3:29])[CH3:28], predict the reactants needed to synthesize it. The reactants are: [F:1][C:2]1[CH:7]=[CH:6][CH:5]=[C:4]([F:8])[C:3]=1[C:9]1[CH:14]=[C:13]([N+:15]([O-])=O)[C:12]([NH:18][C:19]([C:21]2[N:22]([CH3:31])[N:23]=[C:24]([C:27]([CH3:30])([CH3:29])[CH3:28])[C:25]=2[Cl:26])=O)=[C:11]([C:32]([F:35])([F:34])[F:33])[CH:10]=1. (9) Given the product [O:72]1[CH:76]=[N:75][C:74]([C:77]([NH:80][C:45]([C:44]2[CH:48]=[C:40]([C:38]3[CH:39]=[C:34]4[C:33]([C:58]([NH:59][CH3:60])=[O:61])=[C:32]([C:29]5[CH:28]=[CH:27][C:26]([F:25])=[CH:31][CH:30]=5)[O:57][C:35]4=[N:36][C:37]=3[NH:51][CH2:52][C:53]([F:55])([F:54])[F:56])[CH:41]=[CH:42][C:43]=2[O:49][CH3:50])=[O:47])([CH3:79])[CH3:78])=[N:73]1, predict the reactants needed to synthesize it. The reactants are: CN(C(ON1N=NC2C=CC=NC1=2)=[N+](C)C)C.F[P-](F)(F)(F)(F)F.[F:25][C:26]1[CH:31]=[CH:30][C:29]([C:32]2[O:57][C:35]3=[N:36][C:37]([NH:51][CH2:52][C:53]([F:56])([F:55])[F:54])=[C:38]([C:40]4[CH:41]=[CH:42][C:43]([O:49][CH3:50])=[C:44]([CH:48]=4)[C:45]([OH:47])=O)[CH:39]=[C:34]3[C:33]=2[C:58](=[O:61])[NH:59][CH3:60])=[CH:28][CH:27]=1.C(N(C(C)C)C(C)C)C.Cl.[O:72]1[CH:76]=[N:75][C:74]([C:77]([NH2:80])([CH3:79])[CH3:78])=[N:73]1. (10) Given the product [F:7][C:8]1[CH:13]=[CH:12][C:11]([S:14]([NH:23][C:22]2[CH:24]=[CH:25][C:19]([F:18])=[CH:20][CH:21]=2)(=[O:16])=[O:15])=[CH:10][CH:9]=1, predict the reactants needed to synthesize it. The reactants are: N1C=CC=CC=1.[F:7][C:8]1[CH:13]=[CH:12][C:11]([S:14](Cl)(=[O:16])=[O:15])=[CH:10][CH:9]=1.[F:18][C:19]1[CH:25]=[CH:24][C:22]([NH2:23])=[CH:21][CH:20]=1.